Dataset: Forward reaction prediction with 1.9M reactions from USPTO patents (1976-2016). Task: Predict the product of the given reaction. (1) Given the reactants [N:1]([O-])=O.[Na+].[NH2:5][C:6]1[CH:7]=[C:8]([CH:12]=[C:13]([Br:15])[CH:14]=1)[C:9]([OH:11])=[O:10].C(O)(C)C.C(=O)=O.[Sn](Cl)[Cl:24], predict the reaction product. The product is: [ClH:24].[ClH:24].[Br:15][C:13]1[CH:12]=[C:8]([CH:7]=[C:6]([NH:5][NH2:1])[CH:14]=1)[C:9]([OH:11])=[O:10]. (2) Given the reactants [CH3:1][C:2]1[CH:7]=[CH:6][C:5]([C:8]2[CH:13]=[CH:12][C:11]([N:14]3[CH:18]=[CH:17][CH:16]=[N:15]3)=[CH:10][CH:9]=2)=[CH:4][CH:3]=1.C1C(=O)N([Br:26])C(=O)C1.C1COCC1, predict the reaction product. The product is: [Br:26][C:17]1[CH:16]=[N:15][N:14]([C:11]2[CH:12]=[CH:13][C:8]([C:5]3[CH:4]=[CH:3][C:2]([CH3:1])=[CH:7][CH:6]=3)=[CH:9][CH:10]=2)[CH:18]=1. (3) Given the reactants C([SiH](CC)CC)C.[Cl:8][C:9]1[CH:10]=[C:11]2[C:15](=[CH:16][CH:17]=1)[C:14](=[O:18])[NH:13][C:12]2([CH2:20][CH3:21])O.ClC1C=C2C(C(CC)(O)NC2=O)=CC=1, predict the reaction product. The product is: [Cl:8][C:9]1[CH:10]=[C:11]2[C:15](=[CH:16][CH:17]=1)[C:14](=[O:18])[NH:13][CH:12]2[CH2:20][CH3:21]. (4) Given the reactants [Br:1][C:2]1[CH:7]=[CH:6][C:5]([C:8]2[NH:12][C:11](=[O:13])[N:10]([CH3:14])[N:9]=2)=[CH:4][CH:3]=1.[H-].[Na+].[CH3:17][Si:18]([CH3:25])([CH3:24])[CH2:19][CH2:20][O:21][CH2:22]Cl.CCOC(C)=O, predict the reaction product. The product is: [Br:1][C:2]1[CH:3]=[CH:4][C:5]([C:8]2[N:12]([CH2:22][O:21][CH2:20][CH2:19][Si:18]([CH3:25])([CH3:24])[CH3:17])[C:11](=[O:13])[N:10]([CH3:14])[N:9]=2)=[CH:6][CH:7]=1. (5) Given the reactants [CH3:1][C:2]1[N:7]=[C:6](/[C:8](=[N:10]/[O:11][CH2:12][C:13]#[C:14][C:15]2[N:20]=[C:19]([CH:21]=[O:22])[CH:18]=[CH:17][CH:16]=2)/[CH3:9])[CH:5]=[CH:4][CH:3]=1, predict the reaction product. The product is: [CH3:1][C:2]1[N:7]=[C:6](/[C:8](=[N:10]/[O:11][CH2:12][CH2:13][CH2:14][C:15]2[N:20]=[C:19]([CH:21]=[O:22])[CH:18]=[CH:17][CH:16]=2)/[CH3:9])[CH:5]=[CH:4][CH:3]=1. (6) Given the reactants [Cl:1][C:2]1[CH:3]=[C:4]([CH:28]=[CH:29][C:30]=1[NH:31][C:32]([O:34]C1C=CC=CC=1)=O)[O:5][C:6]1[CH:11]=[CH:10][N:9]=[C:8]([NH:12][C:13]([CH:15]2[CH2:20][CH2:19][N:18]([C:21]([O:23][C:24]([CH3:27])([CH3:26])[CH3:25])=[O:22])[CH2:17][CH2:16]2)=[O:14])[CH:7]=1.[NH2:41][C:42]1[CH:47]=[CH:46][CH:45]=[CH:44][CH:43]=1.CN(C)C=O, predict the reaction product. The product is: [C:24]([O:23][C:21]([N:18]1[CH2:17][CH2:16][CH:15]([C:13]([NH:12][C:8]2[CH:7]=[C:6]([O:5][C:4]3[CH:28]=[CH:29][C:30]([NH:31][C:32]([NH:41][C:42]4[CH:47]=[CH:46][CH:45]=[CH:44][CH:43]=4)=[O:34])=[C:2]([Cl:1])[CH:3]=3)[CH:11]=[CH:10][N:9]=2)=[O:14])[CH2:20][CH2:19]1)=[O:22])([CH3:25])([CH3:27])[CH3:26].